The task is: Predict the reactants needed to synthesize the given product.. This data is from Full USPTO retrosynthesis dataset with 1.9M reactions from patents (1976-2016). (1) The reactants are: [CH2:1]([C:3]1[N:7]([C:8]2[N:16]=[C:15]3[C:11]([N:12]=[C:13]([CH:18]=O)[N:14]3[CH3:17])=[C:10]([N:20]3[CH2:25][CH2:24][O:23][CH2:22][CH2:21]3)[N:9]=2)[C:6]2[CH:26]=[CH:27][CH:28]=[CH:29][C:5]=2[N:4]=1)[CH3:2].[CH3:30][S:31]([CH2:34][CH2:35][N:36]1[CH2:41][CH2:40][NH:39][CH2:38][CH2:37]1)(=[O:33])=[O:32].C(O[BH-](OC(=O)C)OC(=O)C)(=O)C.[Na+]. Given the product [CH2:1]([C:3]1[N:7]([C:8]2[N:16]=[C:15]3[C:11]([N:12]=[C:13]([CH2:18][N:39]4[CH2:38][CH2:37][N:36]([CH2:35][CH2:34][S:31]([CH3:30])(=[O:32])=[O:33])[CH2:41][CH2:40]4)[N:14]3[CH3:17])=[C:10]([N:20]3[CH2:21][CH2:22][O:23][CH2:24][CH2:25]3)[N:9]=2)[C:6]2[CH:26]=[CH:27][CH:28]=[CH:29][C:5]=2[N:4]=1)[CH3:2], predict the reactants needed to synthesize it. (2) The reactants are: [NH4+].O[N:3]1C2C=CC=CC=2N=N1.Cl.C(N=C=NCCCN(C)C)C.[NH2:24][C:25]1[CH:34]=[C:33]([C:35]([O-:37])=O)[CH:32]=[CH:31][C:26]=1[C:27]([O:29][CH3:30])=[O:28]. Given the product [NH2:24][C:25]1[CH:34]=[C:33]([C:35]([NH2:3])=[O:37])[CH:32]=[CH:31][C:26]=1[C:27]([O:29][CH3:30])=[O:28], predict the reactants needed to synthesize it. (3) Given the product [C:8]1([C:5]2([C:14]3[CH:15]=[CH:16][CH:17]=[CH:18][CH:19]=3)[CH2:4][C:3]3[NH:20][CH:21]=[C:22]([C:23]([O:25][CH2:26][CH3:27])=[O:24])[C:2]=3[CH:7]=[CH:6]2)[CH:13]=[CH:12][CH:11]=[CH:10][CH:9]=1, predict the reactants needed to synthesize it. The reactants are: O=[C:2]1[CH:7]=[CH:6][C:5]([C:14]2[CH:19]=[CH:18][CH:17]=[CH:16][CH:15]=2)([C:8]2[CH:13]=[CH:12][CH:11]=[CH:10][CH:9]=2)[CH2:4][CH:3]1[NH:20][CH:21]=[CH:22][C:23]([O:25][CH2:26][CH3:27])=[O:24].[O-]CC.[Na+]. (4) Given the product [S:13]1[C:14]2[CH:20]=[CH:19][CH:18]=[CH:17][C:15]=2[N:16]=[C:12]1[CH:11]([O:21][CH:22]1[CH2:23][CH2:24][N:25]([CH3:28])[CH2:26][CH2:27]1)[C:7]1[CH:6]=[C:5]([OH:4])[CH:10]=[CH:9][CH:8]=1, predict the reactants needed to synthesize it. The reactants are: C([O:4][C:5]1[CH:6]=[C:7]([CH:11]([O:21][CH:22]2[CH2:27][CH2:26][N:25]([CH3:28])[CH2:24][CH2:23]2)[C:12]2[S:13][C:14]3[CH:20]=[CH:19][CH:18]=[CH:17][C:15]=3[N:16]=2)[CH:8]=[CH:9][CH:10]=1)C=C.[BH4-].[Na+]. (5) Given the product [C:18]1([C:16]2([CH2:15][C:14](=[O:25])[C:13]([NH:12][C:11]3[CH:2]=[C:3]4[C:8](=[CH:9][CH:10]=3)[C:6](=[O:7])[O:5][CH2:4]4)=[O:26])[CH2:24][CH2:17]2)[CH:23]=[CH:22][CH:21]=[CH:20][CH:19]=1, predict the reactants needed to synthesize it. The reactants are: Br[C:2]1[C:11]([NH:12][C:13](=[O:26])[C:14](=[O:25])[CH2:15][C:16]([CH3:24])([C:18]2[CH:23]=[CH:22][CH:21]=[CH:20][CH:19]=2)[CH3:17])=[CH:10][CH:9]=[C:8]2[C:3]=1[CH2:4][O:5][C:6]2=[O:7].NC1C=C2C(=CC=1)C(=O)OC2.C1(C2(CC(=O)C(O)=O)CC2)C=CC=CC=1. (6) The reactants are: [OH:1][C@H:2]([CH2:19][NH:20][C:21]([O:23][CH2:24][C:25]1[CH:30]=[CH:29][CH:28]=[CH:27][CH:26]=1)=[O:22])[C@@H:3]([NH:11]C(=O)OC(C)(C)C)[CH2:4][C:5]1[CH:10]=[CH:9][CH:8]=[CH:7][CH:6]=1.[ClH:31].O1CCOCC1. Given the product [ClH:31].[NH2:11][C@@H:3]([CH2:4][C:5]1[CH:6]=[CH:7][CH:8]=[CH:9][CH:10]=1)[C@H:2]([OH:1])[CH2:19][NH:20][C:21](=[O:22])[O:23][CH2:24][C:25]1[CH:30]=[CH:29][CH:28]=[CH:27][CH:26]=1, predict the reactants needed to synthesize it. (7) Given the product [N:32]1([C:18]2[C:17]([C:16]#[C:15][CH2:14][CH2:13][CH2:12][N:3]3[C:4](=[O:11])[C:5]4[C:10](=[CH:9][CH:8]=[CH:7][CH:6]=4)[C:2]3=[O:1])=[CH:22][N:21]=[C:20]([NH:23][C:24]3[CH:31]=[CH:30][C:27]([C:28]#[N:29])=[CH:26][CH:25]=3)[N:19]=2)[CH2:33][CH2:34][CH2:35]1, predict the reactants needed to synthesize it. The reactants are: [O:1]=[C:2]1[C:10]2[C:5](=[CH:6][CH:7]=[CH:8][CH:9]=2)[C:4](=[O:11])[N:3]1[CH2:12][CH2:13][CH2:14][C:15]#[C:16][C:17]1[C:18]([NH:32][CH2:33][CH2:34][CH2:35]O)=[N:19][C:20]([NH:23][C:24]2[CH:31]=[CH:30][C:27]([C:28]#[N:29])=[CH:26][CH:25]=2)=[N:21][CH:22]=1.O.C(OCC)(=O)C. (8) Given the product [C:1]([C:5]1[CH:10]=[CH:9][CH:8]=[CH:7][C:6]=1[O:11][C:19]1[N:20]=[N:21][C:22]([Cl:27])=[CH:23][C:24]=1[O:25][CH3:26])([CH3:4])([CH3:2])[CH3:3].[C:1]([C:5]1[CH:10]=[CH:9][CH:8]=[CH:7][C:6]=1[O:11][C:22]1[N:21]=[N:20][C:19]([Cl:18])=[C:24]([O:25][CH3:26])[CH:23]=1)([CH3:4])([CH3:2])[CH3:3], predict the reactants needed to synthesize it. The reactants are: [C:1]([C:5]1[CH:10]=[CH:9][CH:8]=[CH:7][C:6]=1[OH:11])([CH3:4])([CH3:3])[CH3:2].CC(C)([O-])C.[K+].[Cl:18][C:19]1[N:20]=[N:21][C:22]([Cl:27])=[CH:23][C:24]=1[O:25][CH3:26].[Cl-].[NH4+]. (9) The reactants are: [H-].[Na+].[C:3]1([C:9]2[CH:10]=[CH:11][C:12]([C:21](=[N:23][OH:24])[CH3:22])=[N:13][C:14]=2[C:15]2[CH:20]=[CH:19][CH:18]=[CH:17][CH:16]=2)[CH:8]=[CH:7][CH:6]=[CH:5][CH:4]=1.[CH3:25]I. Given the product [CH3:25][O:24][N:23]=[C:21]([C:12]1[CH:11]=[CH:10][C:9]([C:3]2[CH:4]=[CH:5][CH:6]=[CH:7][CH:8]=2)=[C:14]([C:15]2[CH:16]=[CH:17][CH:18]=[CH:19][CH:20]=2)[N:13]=1)[CH3:22], predict the reactants needed to synthesize it. (10) The reactants are: [CH3:1][O:2][C:3]1[C@:4]([C:18]([N:20]2[CH2:24][CH2:23][CH2:22][C@@H:21]2[CH2:25][OH:26])=[O:19])([CH2:13][CH2:14][CH:15]([CH3:17])[CH3:16])[C:5]2[C:10]([CH2:11][CH:12]=1)=[CH:9][CH:8]=[CH:7][CH:6]=2.[C:27](OC(=O)C)(=[O:29])[CH3:28]. Given the product [C:27]([O:26][CH2:25][C@H:21]1[CH2:22][CH2:23][CH2:24][N:20]1[C:18]([C@@:4]1([CH2:13][CH2:14][CH:15]([CH3:17])[CH3:16])[C:5]2[C:10](=[CH:9][CH:8]=[CH:7][CH:6]=2)[CH2:11][CH:12]=[C:3]1[O:2][CH3:1])=[O:19])(=[O:29])[CH3:28], predict the reactants needed to synthesize it.